From a dataset of Forward reaction prediction with 1.9M reactions from USPTO patents (1976-2016). Predict the product of the given reaction. (1) Given the reactants [C:1]([O:5][C:6](=[O:15])[NH:7][C:8]1[CH:9]=[N:10][CH:11]=[C:12]([Br:14])[CH:13]=1)([CH3:4])([CH3:3])[CH3:2].[H-].[Na+].[CH3:18]I, predict the reaction product. The product is: [C:1]([O:5][C:6](=[O:15])[N:7]([C:8]1[CH:9]=[N:10][CH:11]=[C:12]([Br:14])[CH:13]=1)[CH3:18])([CH3:4])([CH3:2])[CH3:3]. (2) The product is: [CH3:3][C:4]1([CH3:1])[CH2:9][C:8](=[O:10])[CH2:7][CH2:6][CH:5]1[C:11]([O:13][CH3:14])=[O:12]. Given the reactants [CH3:1][Li].[CH3:3][C:4]1[CH:5]([C:11]([O:13][CH3:14])=[O:12])[CH2:6][CH2:7][C:8](=[O:10])[CH:9]=1, predict the reaction product.